This data is from CYP3A4 inhibition data for predicting drug metabolism from PubChem BioAssay. The task is: Regression/Classification. Given a drug SMILES string, predict its absorption, distribution, metabolism, or excretion properties. Task type varies by dataset: regression for continuous measurements (e.g., permeability, clearance, half-life) or binary classification for categorical outcomes (e.g., BBB penetration, CYP inhibition). Dataset: cyp3a4_veith. (1) The molecule is COc1ccccc1-c1nccc(NCc2cccs2)n1. The result is 1 (inhibitor). (2) The molecule is COc1ccc(S(=O)(=O)N2CCCN(CC(=O)Nc3ccc(OC)c(Cl)c3)CC2)cc1. The result is 1 (inhibitor). (3) The compound is Cc1cc(C(=O)NNCc2ccccc2)no1. The result is 0 (non-inhibitor). (4) The molecule is Clc1ccc(-c2nc3ncccn3c2Nc2ccc3c(c2)OCCO3)cc1. The result is 1 (inhibitor).